Predict the reactants needed to synthesize the given product. From a dataset of Full USPTO retrosynthesis dataset with 1.9M reactions from patents (1976-2016). (1) Given the product [C:30]([OH:39])(=[O:38])[CH2:31][CH2:32][CH2:33][CH2:34][C:35]([OH:37])=[O:36], predict the reactants needed to synthesize it. The reactants are: C(O)(=O)C1C=CC(O)=C(OC)C=1.COC1C=CC=CC=1O.C1(C(=CC=CC=1)O)O.[C:30]([OH:39])(=[O:38])/[CH:31]=[CH:32]/[CH:33]=[CH:34]/[C:35]([OH:37])=[O:36]. (2) Given the product [N:11]1([CH2:10][C:2]2[N:3]([CH2:33][CH2:34][CH2:35][N:36]([CH3:38])[CH3:37])[C:4]3[CH:9]=[CH:8][CH:7]=[CH:6][C:5]=3[N:1]=2)[C@H:24]2[C@@H:15]([CH2:16][CH2:17][C:18]3[C:23]2=[N:22][CH:21]=[CH:20][CH:19]=3)[CH2:14][CH2:13][CH2:12]1, predict the reactants needed to synthesize it. The reactants are: [NH:1]1[C:5]2[CH:6]=[CH:7][CH:8]=[CH:9][C:4]=2[N:3]=[C:2]1[CH2:10][N:11]1[C@H:24]2[C@@H:15]([CH2:16][CH2:17][C:18]3[C:23]2=[N:22][CH:21]=[CH:20][CH:19]=3)[CH2:14][CH2:13][CH2:12]1.C(=O)([O-])[O-].[K+].[K+].Cl.Cl[CH2:33][CH2:34][CH2:35][N:36]([CH3:38])[CH3:37].[I-].[K+]. (3) The reactants are: [F:1][C:2]1[CH:3]=[C:4]([CH:18]=[CH:19][C:20]=1[NH:21][C:22]([NH:24][C:25]1[CH:30]=[C:29]([CH3:31])[CH:28]=[CH:27][C:26]=1[F:32])=[O:23])[O:5][C:6]1[CH:11]=[CH:10][N:9]=[C:8]2[CH:12]=[C:13]([C:15](O)=[O:16])[S:14][C:7]=12.CN(C(ON1N=NC2C=CC=NC1=2)=[N+](C)C)C.F[P-](F)(F)(F)(F)F.C(N(CC)C(C)C)(C)C.Cl.[CH3:67][O:68][C:69](=[O:78])[C@H:70]([CH2:72][CH2:73][C:74]([O:76][CH3:77])=[O:75])[NH2:71].Cl. Given the product [F:1][C:2]1[CH:3]=[C:4]([CH:18]=[CH:19][C:20]=1[NH:21][C:22]([NH:24][C:25]1[CH:30]=[C:29]([CH3:31])[CH:28]=[CH:27][C:26]=1[F:32])=[O:23])[O:5][C:6]1[CH:11]=[CH:10][N:9]=[C:8]2[CH:12]=[C:13]([C:15]([NH:71][C@@H:70]([CH2:72][CH2:73][C:74]([O:76][CH3:77])=[O:75])[C:69]([O:68][CH3:67])=[O:78])=[O:16])[S:14][C:7]=12, predict the reactants needed to synthesize it. (4) Given the product [N:1]1([C:7]2[CH:15]=[CH:14][C:13]([N+:16]([O-:18])=[O:17])=[CH:12][C:8]=2[C:9]([N:28]2[CH2:27][CH:26]=[C:25]([C:19]3[CH:24]=[CH:23][CH:22]=[CH:21][CH:20]=3)[CH2:30][CH2:29]2)=[O:10])[CH2:6][CH2:5][O:4][CH2:3][CH2:2]1, predict the reactants needed to synthesize it. The reactants are: [N:1]1([C:7]2[CH:15]=[CH:14][C:13]([N+:16]([O-:18])=[O:17])=[CH:12][C:8]=2[C:9](Cl)=[O:10])[CH2:6][CH2:5][O:4][CH2:3][CH2:2]1.[C:19]1([C:25]2[CH2:26][CH2:27][NH:28][CH2:29][CH:30]=2)[CH:24]=[CH:23][CH:22]=[CH:21][CH:20]=1.CCN(CC)CC.